Predict the reactants needed to synthesize the given product. From a dataset of Full USPTO retrosynthesis dataset with 1.9M reactions from patents (1976-2016). (1) Given the product [N:36]1([CH2:1][C:3]2[O:7][C:6]([C:8]3[CH:9]=[N:10][N:11]4[C:16]([C:17]5[CH:18]=[C:19]([NH:23][C:24](=[O:35])[C:25]6[CH:30]=[CH:29][CH:28]=[C:27]([C:31]([F:34])([F:32])[F:33])[CH:26]=6)[CH:20]=[CH:21][CH:22]=5)=[CH:15][CH:14]=[N:13][C:12]=34)=[CH:5][CH:4]=2)[CH2:40][CH2:39][CH2:38][CH2:37]1, predict the reactants needed to synthesize it. The reactants are: [CH:1]([C:3]1[O:7][C:6]([C:8]2[CH:9]=[N:10][N:11]3[C:16]([C:17]4[CH:18]=[C:19]([NH:23][C:24](=[O:35])[C:25]5[CH:30]=[CH:29][CH:28]=[C:27]([C:31]([F:34])([F:33])[F:32])[CH:26]=5)[CH:20]=[CH:21][CH:22]=4)=[CH:15][CH:14]=[N:13][C:12]=23)=[CH:5][CH:4]=1)=O.[NH:36]1[CH2:40][CH2:39][CH2:38][CH2:37]1.C(O[BH-](OC(=O)C)OC(=O)C)(=O)C.[Na+].C(=O)(O)[O-].[Na+]. (2) Given the product [CH3:29][C:23]1[C:24]([CH3:28])=[CH:25][CH:26]=[CH:27][C:22]=1[C:20]1[N:19]=[C:18]([NH2:30])[N:17]=[C:16]([NH:14][CH2:13][CH:9]2[CH2:10][CH2:11][CH2:12][N:7]([C:2]3[N:3]=[CH:4][CH:5]=[CH:6][N:1]=3)[CH2:8]2)[CH:21]=1, predict the reactants needed to synthesize it. The reactants are: [N:1]1[CH:6]=[CH:5][CH:4]=[N:3][C:2]=1[N:7]1[CH2:12][CH2:11][CH2:10][CH:9]([CH2:13][NH2:14])[CH2:8]1.Cl[C:16]1[CH:21]=[C:20]([C:22]2[CH:27]=[CH:26][CH:25]=[C:24]([CH3:28])[C:23]=2[CH3:29])[N:19]=[C:18]([NH2:30])[N:17]=1. (3) Given the product [CH:11]([O:1][C:2]1[CH:3]=[C:4]([CH:7]=[CH:8][CH:9]=1)[CH2:5][OH:6])([CH3:13])[CH3:12], predict the reactants needed to synthesize it. The reactants are: [OH:1][C:2]1[CH:3]=[C:4]([CH:7]=[CH:8][CH:9]=1)[CH2:5][OH:6].I[CH:11]([CH3:13])[CH3:12].C(=O)([O-])[O-].[Cs+].[Cs+]. (4) Given the product [C:1]([O:5][C:6]([N:8]1[CH2:9][CH:10]=[C:11]([O:14][Si:16]([CH3:19])([CH3:18])[CH3:17])[CH2:12][CH2:13]1)=[O:7])([CH3:4])([CH3:2])[CH3:3], predict the reactants needed to synthesize it. The reactants are: [C:1]([O:5][C:6]([N:8]1[CH2:13][CH2:12][C:11](=[O:14])[CH2:10][CH2:9]1)=[O:7])([CH3:4])([CH3:3])[CH3:2].Cl[Si:16]([CH3:19])([CH3:18])[CH3:17].C(N(CC)CC)C. (5) Given the product [F:1][C:2]1[CH:3]=[N:4][C:5]2[CH:6]=[CH:7][C:8](=[O:17])[N:9]3[CH:14]([CH:15]=[O:16])[CH2:13][CH2:12][C:11]=1[C:10]=23, predict the reactants needed to synthesize it. The reactants are: [F:1][C:2]1[CH:3]=[N:4][C:5]2[CH:6]=[CH:7][C:8](=[O:17])[N:9]3[CH:14]([CH2:15][OH:16])[CH2:13][CH2:12][C:11]=1[C:10]=23.CC(OI1(OC(C)=O)(OC(C)=O)OC(=O)C2C=CC=CC1=2)=O.